From a dataset of Full USPTO retrosynthesis dataset with 1.9M reactions from patents (1976-2016). Predict the reactants needed to synthesize the given product. (1) Given the product [CH2:15]1[C@H:24]2[C@H:19]([CH2:20][CH2:21][C:22]3[CH:28]=[CH:27][CH:26]=[CH:25][C:23]=32)[N:18]([C:11]([C:9]2[CH:8]=[CH:7][C:6]3[N:2]([CH3:1])[C:3](=[O:14])[NH:4][C:5]=3[CH:10]=2)=[O:13])[CH2:17][CH2:16]1, predict the reactants needed to synthesize it. The reactants are: [CH3:1][N:2]1[C:6]2[CH:7]=[CH:8][C:9]([C:11]([OH:13])=O)=[CH:10][C:5]=2[NH:4][C:3]1=[O:14].[CH2:15]1[C@H:24]2[C@H:19]([CH2:20][CH2:21][C:22]3[CH:28]=[CH:27][CH:26]=[CH:25][C:23]=32)[NH:18][CH2:17][CH2:16]1.F[P-](F)(F)(F)(F)F.N1(OC(N(C)C)=[N+](C)C)C2N=CC=CC=2N=N1. (2) Given the product [CH3:1][O:2][CH2:3][CH2:4][C:5]1[N:9]([CH:10]2[C:19]3[C:14](=[CH:15][CH:16]=[CH:17][CH:18]=3)[C:13](=[O:20])[O:12][C:11]2([CH3:22])[CH3:21])[CH:8]=[N:7][CH:6]=1, predict the reactants needed to synthesize it. The reactants are: [CH3:1][O:2][CH:3]=[CH:4][C:5]1[N:9]([CH:10]2[C:19]3[C:14](=[CH:15][CH:16]=[CH:17][CH:18]=3)[C:13](=[O:20])[O:12][C:11]2([CH3:22])[CH3:21])[CH:8]=[N:7][CH:6]=1. (3) Given the product [Br:3][C:4]1[CH:12]=[CH:11][C:10]([Br:13])=[C:9]2[C:5]=1[C:6]([CH3:14])=[CH:7][N:8]2[CH2:20][O:19][CH2:18][CH2:17][Si:16]([CH3:23])([CH3:22])[CH3:15], predict the reactants needed to synthesize it. The reactants are: [H-].[Na+].[Br:3][C:4]1[CH:12]=[CH:11][C:10]([Br:13])=[C:9]2[C:5]=1[C:6]([CH3:14])=[CH:7][NH:8]2.[CH3:15][Si:16]([CH3:23])([CH3:22])[CH2:17][CH2:18][O:19][CH2:20]Cl.O. (4) Given the product [NH2:1][C:4]1[CH:36]=[CH:35][C:7]2[NH:8][C:9]([C:14]3[C:15](=[O:34])[N:16]([CH2:26][C:27]4[CH:28]=[CH:29][C:30]([F:33])=[CH:31][CH:32]=4)[C@@H:17]4[C@H:22]([C:23]=3[OH:24])[C@@H:21]3[CH2:25][C@H:18]4[CH2:19][CH2:20]3)=[N:10][S:11](=[O:12])(=[O:13])[C:6]=2[CH:5]=1, predict the reactants needed to synthesize it. The reactants are: [N:1]([C:4]1[CH:36]=[CH:35][C:7]2[NH:8][C:9]([C:14]3[C:15](=[O:34])[N:16]([CH2:26][C:27]4[CH:32]=[CH:31][C:30]([F:33])=[CH:29][CH:28]=4)[C@@H:17]4[C@H:22]([C:23]=3[OH:24])[C@@H:21]3[CH2:25][C@H:18]4[CH2:19][CH2:20]3)=[N:10][S:11](=[O:13])(=[O:12])[C:6]=2[CH:5]=1)=[N+]=[N-]. (5) Given the product [Br:1][C:2]1[C:10]([OH:11])=[CH:9][CH:8]=[C:7]2[C:3]=1[CH2:4][C:5]1([CH2:20][C:19]3[C:14](=[CH:15][CH:16]=[C:17]([OH:21])[CH:18]=3)[CH2:13]1)[CH2:6]2, predict the reactants needed to synthesize it. The reactants are: [Br:1][C:2]1[C:10]([OH:11])=[CH:9][CH:8]=[C:7]2[C:3]=1[CH2:4][C:5]1([CH2:20][C:19]3[C:14](=[CH:15][CH:16]=[C:17]([OH:21])[CH:18]=3)[CH2:13]1)[C:6]2=O.C([SiH](CC)CC)C. (6) Given the product [S:36]1[CH:37]=[C:33]([CH2:32][N:22]([C@@H:23]([CH3:31])[CH:24]([O:28][CH2:29][CH3:30])[O:25][CH2:26][CH3:27])[C:20](=[O:21])[C@@H:19]([NH:18][C:15](=[O:17])[CH2:14][N:2]([CH3:1])[NH:3][C:4]([NH:5][CH2:6][C:7]2[CH:8]=[CH:9][N:10]=[CH:11][CH:12]=2)=[O:13])[CH3:42])[C:34]2[CH:41]=[CH:40][CH:39]=[CH:38][C:35]1=2, predict the reactants needed to synthesize it. The reactants are: [CH3:1][N:2]([CH2:14][C:15]([OH:17])=O)[NH:3][C:4](=[O:13])[NH:5][CH2:6][C:7]1[CH:12]=[CH:11][N:10]=[CH:9][CH:8]=1.[NH2:18][C@@H:19]([CH3:42])[C:20]([N:22]([CH2:32][C:33]1[C:34]2[CH:41]=[CH:40][CH:39]=[CH:38][C:35]=2[S:36][CH:37]=1)[C@@H:23]([CH3:31])[CH:24]([O:28][CH2:29][CH3:30])[O:25][CH2:26][CH3:27])=[O:21].